From a dataset of Catalyst prediction with 721,799 reactions and 888 catalyst types from USPTO. Predict which catalyst facilitates the given reaction. (1) Reactant: [NH2:1][C@@H:2]1[CH2:7][CH2:6][CH2:5][CH2:4][C@H:3]1[CH2:8][NH:9][CH:10]1[CH2:19][CH2:18][C:17]2[C:12](=[CH:13][CH:14]=[C:15]([F:20])[CH:16]=2)[CH2:11]1.C1([O:27][C:28](=O)[NH:29][C:30]2[CH:35]=[C:34]([C:36]3[N:40]([CH3:41])[N:39]=[N:38][N:37]=3)[CH:33]=[C:32]([CH2:42][CH3:43])[CH:31]=2)C=CC=CC=1.C(N(CC)CC)C. Product: [CH2:42]([C:32]1[CH:31]=[C:30]([NH:29][C:28]([NH:1][C@@H:2]2[CH2:7][CH2:6][CH2:5][CH2:4][C@H:3]2[CH2:8][NH:9][CH:10]2[CH2:19][CH2:18][C:17]3[C:12](=[CH:13][CH:14]=[C:15]([F:20])[CH:16]=3)[CH2:11]2)=[O:27])[CH:35]=[C:34]([C:36]2[N:40]([CH3:41])[N:39]=[N:38][N:37]=2)[CH:33]=1)[CH3:43]. The catalyst class is: 10. (2) Reactant: [CH3:1][O:2][C:3]1[C:4]2[N:13]=[C:12]([NH2:14])[S:11][C:5]=2[N:6]=[C:7]([S:9][CH3:10])[N:8]=1.[H-].[Na+].C(N(CC)C(C)C)(C)C.[OH:26][C:27]1([C:36]2[CH:41]=[CH:40][CH:39]=[C:38]([C:42]([F:45])([F:44])[F:43])[CH:37]=2)[CH2:32][CH2:31][N:30]([C:33](Cl)=[O:34])[CH2:29][CH2:28]1. Product: [CH3:1][O:2][C:3]1[C:4]2[N:13]=[C:12]([NH:14][C:33]([N:30]3[CH2:29][CH2:28][C:27]([OH:26])([C:36]4[CH:41]=[CH:40][CH:39]=[C:38]([C:42]([F:44])([F:43])[F:45])[CH:37]=4)[CH2:32][CH2:31]3)=[O:34])[S:11][C:5]=2[N:6]=[C:7]([S:9][CH3:10])[N:8]=1. The catalyst class is: 7. (3) Reactant: Br[C:2]1[CH:7]=[CH:6][CH:5]=[CH:4][C:3]=1[CH2:8][CH2:9][CH:10]=[CH2:11].[Li]CCCC.[B:17](OC(C)C)([O:22]C(C)C)[O:18]C(C)C. Product: [CH2:8]([C:3]1[CH:4]=[CH:5][CH:6]=[CH:7][C:2]=1[B:17]([OH:22])[OH:18])[CH2:9][CH:10]=[CH2:11]. The catalyst class is: 1. (4) Reactant: Br[C:2]1[CH:7]=[CH:6][C:5]([C:8]2[C:12]3[CH2:13][C:14]4[S:15][CH:16]=[CH:17][C:18]=4[C:11]=3[N:10]([CH2:19][O:20][CH2:21][CH2:22][Si:23]([CH3:26])([CH3:25])[CH3:24])[N:9]=2)=[CH:4][CH:3]=1.[NH2:27][C:28]1[CH:29]=[C:30]([OH:34])[CH:31]=[CH:32][CH:33]=1.C([O-])([O-])=O.[Cs+].[Cs+].CC1(C)C2C(=C(P(C3C=CC=CC=3)C3C=CC=CC=3)C=CC=2)OC2C(P(C3C=CC=CC=3)C3C=CC=CC=3)=CC=CC1=2. Product: [CH3:24][Si:23]([CH3:26])([CH3:25])[CH2:22][CH2:21][O:20][CH2:19][N:10]1[C:11]2[C:18]3[CH:17]=[CH:16][S:15][C:14]=3[CH2:13][C:12]=2[C:8]([C:5]2[CH:6]=[CH:7][C:2]([NH:27][C:28]3[CH:29]=[C:30]([OH:34])[CH:31]=[CH:32][CH:33]=3)=[CH:3][CH:4]=2)=[N:9]1. The catalyst class is: 231. (5) Reactant: [CH:1]([C:4]1[CH:9]=[CH:8][C:7]([CH:10]2[C:14]3[C:15]([CH3:35])=[C:16]([NH:26][C:27](=[O:34])OCC(Cl)(Cl)Cl)[C:17]([CH3:25])=[C:18]([C:19]4[CH:24]=[CH:23][CH:22]=[CH:21][CH:20]=4)[C:13]=3[O:12][CH2:11]2)=[CH:6][CH:5]=1)([CH3:3])[CH3:2].[NH2:36][C:37]([CH3:41])([CH3:40])[CH2:38][OH:39]. Product: [OH:39][CH2:38][C:37]([NH:36][C:27]([NH:26][C:16]1[C:17]([CH3:25])=[C:18]([C:19]2[CH:24]=[CH:23][CH:22]=[CH:21][CH:20]=2)[C:13]2[O:12][CH2:11][CH:10]([C:7]3[CH:8]=[CH:9][C:4]([CH:1]([CH3:2])[CH3:3])=[CH:5][CH:6]=3)[C:14]=2[C:15]=1[CH3:35])=[O:34])([CH3:41])[CH3:40]. The catalyst class is: 195. (6) Reactant: Br[CH2:2][CH2:3][CH2:4][CH2:5][CH2:6][CH2:7][O:8][Si:9]([C:12]([CH3:15])([CH3:14])[CH3:13])([CH3:11])[CH3:10].[CH:16]1([NH2:22])[CH2:21][CH2:20][CH2:19][CH2:18][CH2:17]1.C(=O)([O-])[O-].[K+].[K+]. Product: [Si:9]([O:8][CH2:7][CH2:6][CH2:5][CH2:4][CH2:3][CH2:2][NH:22][CH:16]1[CH2:21][CH2:20][CH2:19][CH2:18][CH2:17]1)([C:12]([CH3:15])([CH3:14])[CH3:13])([CH3:11])[CH3:10]. The catalyst class is: 10. (7) Reactant: [Cl:1][C:2]1[CH:3]=[C:4]([Mg]Br)[CH:5]=[CH:6][CH:7]=1.Cl[C:11]1[N:16]=[C:15](Cl)[N:14]=[C:13]([Cl:18])[N:12]=1.[ClH:19]. Product: [Cl:18][C:13]1[N:12]=[C:11]([C:4]2[CH:5]=[CH:6][CH:7]=[C:2]([Cl:1])[CH:3]=2)[N:16]=[C:15]([C:2]2[CH:3]=[CH:4][CH:5]=[C:6]([Cl:19])[CH:7]=2)[N:14]=1. The catalyst class is: 182. (8) Reactant: [CH2:1]([CH:8]1[CH2:13][CH2:12][N:11]([CH2:14][CH2:15][CH2:16][N:17]([C:26]2[CH:31]=[CH:30][CH:29]=[CH:28][CH:27]=2)[C:18]([CH:20]2[CH2:25][CH2:24][NH:23][CH2:22][CH2:21]2)=[O:19])[CH2:10][CH2:9]1)[C:2]1[CH:7]=[CH:6][CH:5]=[CH:4][CH:3]=1.C(N(CC)CC)C.[CH3:39][S:40](Cl)(=[O:42])=[O:41].C(=O)([O-])O.[Na+]. Product: [CH2:1]([CH:8]1[CH2:13][CH2:12][N:11]([CH2:14][CH2:15][CH2:16][N:17]([C:26]2[CH:27]=[CH:28][CH:29]=[CH:30][CH:31]=2)[C:18]([CH:20]2[CH2:25][CH2:24][N:23]([S:40]([CH3:39])(=[O:42])=[O:41])[CH2:22][CH2:21]2)=[O:19])[CH2:10][CH2:9]1)[C:2]1[CH:7]=[CH:6][CH:5]=[CH:4][CH:3]=1. The catalyst class is: 1. (9) Reactant: [NH2:1][C@H:2]([C:4]1[N:9]([C:10]2[CH:15]=[CH:14][CH:13]=[CH:12][CH:11]=2)[C:8](=[O:16])[C:7]2=[C:17]([CH3:20])[CH:18]=[CH:19][N:6]2[N:5]=1)[CH3:3].Cl[C:22]1[C:23]2[C:30]([C:31]([O:33][CH2:34][C:35]3[CH:40]=[CH:39][CH:38]=[CH:37][CH:36]=3)=[O:32])=[CH:29][NH:28][C:24]=2[N:25]=[CH:26][N:27]=1.CCN(C(C)C)C(C)C. The catalyst class is: 107. Product: [CH3:20][C:17]1[CH:18]=[CH:19][N:6]2[C:7]=1[C:8](=[O:16])[N:9]([C:10]1[CH:15]=[CH:14][CH:13]=[CH:12][CH:11]=1)[C:4]([C@@H:2]([NH:1][C:22]1[C:23]3[C:30]([C:31]([O:33][CH2:34][C:35]4[CH:40]=[CH:39][CH:38]=[CH:37][CH:36]=4)=[O:32])=[CH:29][NH:28][C:24]=3[N:25]=[CH:26][N:27]=1)[CH3:3])=[N:5]2. (10) Reactant: [OH-:1].[Na+].[Cl:3][C:4]1[CH:5]=[N:6][CH:7]=[C:8]([Cl:26])[C:9]=1[NH:10][C:11]([C:13]1[C:14]2[N:15]([N:21]=[C:22]([CH:24]=[O:25])[CH:23]=2)[C:16]([O:19][CH3:20])=[CH:17][CH:18]=1)=[O:12].Cl. Product: [Cl:26][C:8]1[CH:7]=[N:6][CH:5]=[C:4]([Cl:3])[C:9]=1[NH:10][C:11]([C:13]1[C:14]2[N:15]([N:21]=[C:22]([C:24]([OH:1])=[O:25])[CH:23]=2)[C:16]([O:19][CH3:20])=[CH:17][CH:18]=1)=[O:12]. The catalyst class is: 716.